From a dataset of Reaction yield outcomes from USPTO patents with 853,638 reactions. Predict the reaction yield, written as a fraction of the theoretical maximum amount of product (1.0 means a 100% yield; for example, 0.34 means a 34% yield). (1) The reactants are [F:1][C:2]([F:13])([F:12])[C:3]1[C:11]2[C:6](=[N:7][CH:8]=[CH:9][CH:10]=2)[NH:5][N:4]=1.ClC1C=C(C=CC=1)C(OO)=[O:19]. The catalyst is COCCOC.CCCCCCC. The product is [F:13][C:2]([F:1])([F:12])[C:3]1[C:11]2[C:6](=[N+:7]([O-:19])[CH:8]=[CH:9][CH:10]=2)[NH:5][N:4]=1. The yield is 0.960. (2) The reactants are [NH2:1][C:2]1[C:11]2[C:6](=[C:7](Br)[CH:8]=[CH:9][CH:10]=2)[N:5]=[N:4][C:3]=1[C:13]([NH:15][CH2:16][CH2:17][CH3:18])=[O:14].[F:19][C:20]1[CH:25]=[C:24]([CH3:26])[CH:23]=[CH:22][C:21]=1B(O)O. No catalyst specified. The product is [NH2:1][C:2]1[C:11]2[C:6](=[C:7]([C:21]3[CH:22]=[CH:23][C:24]([CH3:26])=[CH:25][C:20]=3[F:19])[CH:8]=[CH:9][CH:10]=2)[N:5]=[N:4][C:3]=1[C:13]([NH:15][CH2:16][CH2:17][CH3:18])=[O:14]. The yield is 0.860. (3) The reactants are S(=O)(=O)(O)O.[F:6][C:7]1[CH:8]=[C:9]([CH2:14][CH2:15][CH2:16][C:17]([OH:19])=O)[CH:10]=[C:11]([F:13])[CH:12]=1. The catalyst is O. The product is [F:13][C:11]1[CH:10]=[C:9]2[C:8](=[C:7]([F:6])[CH:12]=1)[C:17](=[O:19])[CH2:16][CH2:15][CH2:14]2. The yield is 0.620. (4) The reactants are C1OCCOCCOCCOCCOCCOC1.[CH3:19][O:20][C:21]([CH2:23]P(=O)(OCC(F)(F)F)OCC(F)(F)F)=[O:22].C[Si]([N-][Si](C)(C)C)(C)C.[K+].[CH:48]([C:50]1[CH:51]=[CH:52][CH:53]=[C:54]2[C:59]=1[N:58]([C:60]([O:62][C:63]([CH3:66])([CH3:65])[CH3:64])=[O:61])[CH2:57][CH2:56][CH2:55]2)=O. The catalyst is O1CCCC1.C1(C)C=CC=CC=1. The product is [CH3:19][O:20][C:21](=[O:22])/[CH:23]=[CH:48]\[C:50]1[CH:51]=[CH:52][CH:53]=[C:54]2[C:59]=1[N:58]([C:60]([O:62][C:63]([CH3:66])([CH3:65])[CH3:64])=[O:61])[CH2:57][CH2:56][CH2:55]2. The yield is 0.930. (5) The reactants are [CH2:1]([S:8][C:9]1[N:14]=[C:13]([Cl:15])[C:12]([N+:16]([O-:18])=[O:17])=[C:11](Cl)[N:10]=1)[C:2]1[CH:7]=[CH:6][CH:5]=[CH:4][CH:3]=1.CCN(C(C)C)C(C)C.[NH2:29][CH:30]1[CH2:35][CH2:34][O:33][CH2:32][CH2:31]1. The catalyst is C1COCC1. The product is [CH2:1]([S:8][C:9]1[N:10]=[C:11]([NH:29][CH:30]2[CH2:35][CH2:34][O:33][CH2:32][CH2:31]2)[C:12]([N+:16]([O-:18])=[O:17])=[C:13]([Cl:15])[N:14]=1)[C:2]1[CH:3]=[CH:4][CH:5]=[CH:6][CH:7]=1. The yield is 0.700. (6) The reactants are Br[C:2]1[C:7](=[O:8])[N:6]2[CH:9]=[CH:10][CH:11]=[CH:12][C:5]2=[N:4][C:3]=1[CH2:13][CH2:14][CH2:15][CH3:16].[CH3:17][O:18][C:19]1[CH:24]=[CH:23][C:22](B(O)O)=[CH:21][CH:20]=1.C(=O)([O-])[O-].[Na+].[Na+]. The catalyst is C1C=CC([P]([Pd]([P](C2C=CC=CC=2)(C2C=CC=CC=2)C2C=CC=CC=2)([P](C2C=CC=CC=2)(C2C=CC=CC=2)C2C=CC=CC=2)[P](C2C=CC=CC=2)(C2C=CC=CC=2)C2C=CC=CC=2)(C2C=CC=CC=2)C2C=CC=CC=2)=CC=1.COCCOC. The product is [CH2:13]([C:3]1[N:4]=[C:5]2[CH:12]=[CH:11][CH:10]=[CH:9][N:6]2[C:7](=[O:8])[C:2]=1[C:22]1[CH:23]=[CH:24][C:19]([O:18][CH3:17])=[CH:20][CH:21]=1)[CH2:14][CH2:15][CH3:16]. The yield is 0.420. (7) The product is [F:8][C:9]1[CH:10]=[C:11]([S:16][C:17]2[N:18]=[C:19]3[C:25]([NH:26][C:27](=[O:54])[C:28]4[CH:33]=[CH:32][C:31]([N:34]5[CH2:35][CH2:36][N:37]([CH3:40])[CH2:38][CH2:39]5)=[CH:30][C:29]=4[NH:41][CH:48]4[CH2:49][CH2:50][O:51][CH2:52][CH2:53]4)=[N:24][NH:23][C:20]3=[N:21][CH:22]=2)[CH:12]=[C:13]([F:15])[CH:14]=1. The reactants are C(N(CC)CC)C.[F:8][C:9]1[CH:10]=[C:11]([S:16][C:17]2[N:18]=[C:19]3[C:25]([NH:26][C:27](=[O:54])[C:28]4[CH:33]=[CH:32][C:31]([N:34]5[CH2:39][CH2:38][N:37]([CH3:40])[CH2:36][CH2:35]5)=[CH:30][C:29]=4[N:41]([CH:48]4[CH2:53][CH2:52][O:51][CH2:50][CH2:49]4)C(=O)C(F)(F)F)=[N:24][N:23](C(=O)C4C=CC(N5CCN(C)CC5)=CC=4N(C4CCOCC4)C(=O)C(F)(F)F)[C:20]3=[N:21][CH:22]=2)[CH:12]=[C:13]([F:15])[CH:14]=1. The catalyst is CO. The yield is 0.570. (8) The reactants are C([O:3][C:4](=[O:26])[CH2:5][N:6]([CH2:20][C:21]([O:23]CC)=[O:22])[C:7]1[CH:12]=[C:11]([C:13]2[N:17]=[C:16]([CH3:18])[O:15][N:14]=2)[CH:10]=[CH:9][C:8]=1[CH3:19])C.[OH-].[Na+]. The catalyst is CO.O1CCCC1. The product is [CH3:19][C:8]1[CH:9]=[CH:10][C:11]([C:13]2[N:17]=[C:16]([CH3:18])[O:15][N:14]=2)=[CH:12][C:7]=1[N:6]([CH2:5][C:4]([OH:26])=[O:3])[CH2:20][C:21]([OH:23])=[O:22]. The yield is 0.990. (9) The product is [CH3:67][O:66][C:64]1[CH:63]=[C:61]([NH:62][CH:15]([C:16]2[CH:17]=[CH:18][CH:19]=[CH:20][CH:21]=2)[C:14]([C:10]2[C:9]3[C:13](=[C:5]([CH2:4][CH2:3][N:2]([CH3:1])[CH3:23])[CH:6]=[CH:7][CH:8]=3)[NH:12][CH:11]=2)=[O:22])[CH:60]=[C:59]([O:58][CH3:57])[CH:65]=1. The reactants are [CH3:1][N:2]([CH3:23])[CH2:3][CH2:4][C:5]1[CH:6]=[CH:7][CH:8]=[C:9]2[C:13]=1[NH:12][CH:11]=[C:10]2[C:14](=[O:22])[CH2:15][C:16]1[CH:21]=[CH:20][CH:19]=[CH:18][CH:17]=1.[Br-].[Br-].[Br-].C1([N+](C)(C)C)C=CC=CC=1.C1([N+](C)(C)C)C=CC=CC=1.C1([N+](C)(C)C)C=CC=CC=1.[CH3:57][O:58][C:59]1[CH:60]=[C:61]([CH:63]=[C:64]([O:66][CH3:67])[CH:65]=1)[NH2:62]. The yield is 0.310. The catalyst is C1COCC1.